Regression/Classification. Given a drug SMILES string, predict its absorption, distribution, metabolism, or excretion properties. Task type varies by dataset: regression for continuous measurements (e.g., permeability, clearance, half-life) or binary classification for categorical outcomes (e.g., BBB penetration, CYP inhibition). Dataset: cyp2d6_substrate_carbonmangels. From a dataset of CYP2D6 substrate classification data from Carbon-Mangels et al.. (1) The drug is CCN1C(=O)N[C@H](c2ccccc2)C1=O. The result is 0 (non-substrate). (2) The molecule is C[C@H](CS)C(=O)N1CCC[C@H]1C(=O)O. The result is 1 (substrate). (3) The compound is CC(=O)[C@H]1CC[C@H]2[C@@H]3CCC4=CC(=O)CC[C@]4(C)[C@H]3CC[C@]12C. The result is 1 (substrate). (4) The compound is NC(=O)N1c2ccccc2CC(=O)c2ccccc21. The result is 0 (non-substrate). (5) The compound is CCC[C@@](C)(COC(N)=O)COC(=O)NC(C)C. The result is 0 (non-substrate). (6) The compound is Cc1nnc2n1-c1ccc(Cl)cc1C(c1ccccc1)=NC2. The result is 0 (non-substrate). (7) The compound is CCN(CC)CCNC(=O)c1ccc(N)cc1. The result is 1 (substrate). (8) The compound is Fc1ccc(Cn2c(NC3CCNCC3)nc3ccccc32)cc1. The result is 0 (non-substrate). (9) The drug is Cc1ccc(-c2cc(C(F)(F)F)nn2-c2ccc(S(N)(=O)=O)cc2)cc1. The result is 1 (substrate). (10) The molecule is O=C(O)c1cn(C2CC2)c2cc(N3CCNCC3)c(F)cc2c1=O. The result is 0 (non-substrate).